Predict which catalyst facilitates the given reaction. From a dataset of Catalyst prediction with 721,799 reactions and 888 catalyst types from USPTO. (1) Reactant: [Br:1][C:2]1[CH:3]=[C:4](S(C)(=O)=O)[C:5]2[N:6]([C:8]([C:11]3[CH:22]=[CH:21][C:14]([C:15]([NH:17][CH:18]4[CH2:20][CH2:19]4)=[O:16])=[C:13]([CH3:23])[CH:12]=3)=[CH:9][N:10]=2)[N:7]=1.[O:28]1[CH2:31][CH:30]([CH2:32][NH2:33])[CH2:29]1.CCN(C(C)C)C(C)C. Product: [Br:1][C:2]1[CH:3]=[C:4]([NH:33][CH2:32][CH:30]2[CH2:31][O:28][CH2:29]2)[C:5]2[N:6]([C:8]([C:11]3[CH:22]=[CH:21][C:14]([C:15]([NH:17][CH:18]4[CH2:20][CH2:19]4)=[O:16])=[C:13]([CH3:23])[CH:12]=3)=[CH:9][N:10]=2)[N:7]=1. The catalyst class is: 1. (2) Reactant: [OH:1][C:2]1[C:11]2[C:6](=[C:7]([CH3:14])[C:8]([O:12][CH3:13])=[CH:9][CH:10]=2)[N:5]=[CH:4][C:3]=1C(OCC)=O.Cl. Product: [OH:1][C:2]1[C:11]2[C:6](=[C:7]([CH3:14])[C:8]([O:12][CH3:13])=[CH:9][CH:10]=2)[N:5]=[CH:4][CH:3]=1. The catalyst class is: 74. (3) Reactant: [C:1]1([C:14]2[CH:19]=[CH:18][CH:17]=[CH:16][CH:15]=2)[CH:6]=[CH:5][C:4]([CH2:7][C@H:8]2[NH:12][C:11](=[O:13])[CH2:10][CH2:9]2)=[CH:3][CH:2]=1.C([Li])CCC.Cl[C:26]([O:28][CH2:29][C:30]1[CH:35]=[CH:34][CH:33]=[CH:32][CH:31]=1)=[O:27]. Product: [CH2:29]([O:28][C:26]([N:12]1[C:11](=[O:13])[CH2:10][CH2:9][C@H:8]1[CH2:7][C:4]1[CH:3]=[CH:2][C:1]([C:14]2[CH:15]=[CH:16][CH:17]=[CH:18][CH:19]=2)=[CH:6][CH:5]=1)=[O:27])[C:30]1[CH:35]=[CH:34][CH:33]=[CH:32][CH:31]=1. The catalyst class is: 134.